Dataset: Catalyst prediction with 721,799 reactions and 888 catalyst types from USPTO. Task: Predict which catalyst facilitates the given reaction. Reactant: C[O:2][C:3](=[O:37])[C:4]1[CH:9]=[CH:8][CH:7]=[C:6]([C:10]2[O:11][C:12]([CH3:36])=[C:13]([CH2:15][N:16]3[C:24]4[C:19](=[CH:20][C:21]([C:25]([OH:34])([C:30]([F:33])([F:32])[F:31])[C:26]([F:29])([F:28])[F:27])=[CH:22][CH:23]=4)[CH2:18][CH:17]3[CH3:35])[N:14]=2)[CH:5]=1.[Li+].[OH-].Cl. Product: [CH3:36][C:12]1[O:11][C:10]([C:6]2[CH:5]=[C:4]([CH:9]=[CH:8][CH:7]=2)[C:3]([OH:37])=[O:2])=[N:14][C:13]=1[CH2:15][N:16]1[C:24]2[C:19](=[CH:20][C:21]([C:25]([OH:34])([C:30]([F:33])([F:32])[F:31])[C:26]([F:27])([F:28])[F:29])=[CH:22][CH:23]=2)[CH2:18][CH:17]1[CH3:35]. The catalyst class is: 28.